This data is from Full USPTO retrosynthesis dataset with 1.9M reactions from patents (1976-2016). The task is: Predict the reactants needed to synthesize the given product. (1) The reactants are: [NH2:1][C:2]1[S:3][C:4]2[N:5]=[C:6]([NH:11][C:12]3[CH:13]=[C:14]([NH:18][C:19](=[O:31])[C:20]4[CH:25]=[CH:24][CH:23]=[C:22]([C:26]([C:29]#[N:30])([CH3:28])[CH3:27])[CH:21]=4)[CH:15]=[CH:16][CH:17]=3)[N:7]=[CH:8][C:9]=2[N:10]=1.[C:32](Cl)(=[O:34])[CH3:33].C(=O)([O-])O.[Na+]. Given the product [C:32]([NH:1][C:2]1[S:3][C:4]2[N:5]=[C:6]([NH:11][C:12]3[CH:13]=[C:14]([NH:18][C:19](=[O:31])[C:20]4[CH:25]=[CH:24][CH:23]=[C:22]([C:26]([C:29]#[N:30])([CH3:27])[CH3:28])[CH:21]=4)[CH:15]=[CH:16][CH:17]=3)[N:7]=[CH:8][C:9]=2[N:10]=1)(=[O:34])[CH3:33], predict the reactants needed to synthesize it. (2) Given the product [Cl:1][C:2]1[CH:3]=[CH:4][CH:5]=[C:6]2[C:10]=1[NH:9][C:8](=[O:11])[C:7]2=[CH:22][C:21]1[NH:20][CH:19]=[C:18]2[C:13](=[O:12])[O:14][CH2:15][CH2:16][C:17]=12, predict the reactants needed to synthesize it. The reactants are: [Cl:1][C:2]1[CH:3]=[CH:4][CH:5]=[C:6]2[C:10]=1[NH:9][C:8](=[O:11])[CH2:7]2.[O:12]=[C:13]1[C:18]2=[CH:19][NH:20][C:21]([CH:22]=O)=[C:17]2[CH2:16][CH2:15][O:14]1. (3) Given the product [Cl:1][C:2]1[CH:7]=[CH:6][C:5]([C:8]2[C:14]3[CH:15]=[C:16]([O:19][C:20]([F:23])([F:22])[F:21])[CH:17]=[CH:18][C:13]=3[N:12]3[C:24]([CH3:27])=[N:25][N:26]=[C:11]3[CH:10]([CH2:29][C:30]([O:32][C:33]([CH3:36])([CH3:35])[CH3:34])=[O:31])[CH:9]=2)=[CH:4][CH:3]=1, predict the reactants needed to synthesize it. The reactants are: [Cl:1][C:2]1[CH:7]=[CH:6][C:5]([C:8]2[C:14]3[CH:15]=[C:16]([O:19][C:20]([F:23])([F:22])[F:21])[CH:17]=[CH:18][C:13]=3[N:12]3[C:24]([CH3:27])=[N:25][N:26]=[C:11]3[CH2:10][CH:9]=2)=[CH:4][CH:3]=1.Br[CH2:29][C:30]([O:32][C:33]([CH3:36])([CH3:35])[CH3:34])=[O:31]. (4) The reactants are: [Cl:1][C:2]1[N:3]=[C:4]([N:12]2[CH2:16][CH2:15][C@H:14]([N:17]([CH3:25])C(=O)OC(C)(C)C)[CH2:13]2)[C:5]2[N:11]=[CH:10][CH:9]=[CH:8][C:6]=2[N:7]=1.[NH2:26][C:27]1[CH:28]=[C:29]([CH:32]=[C:33]([NH2:35])[CH:34]=1)[C:30]#[N:31].C(=O)([O-])[O-].[Cs+].[Cs+]. Given the product [ClH:1].[ClH:1].[NH2:26][C:27]1[CH:28]=[C:29]([CH:32]=[C:33]([NH:35][C:2]2[N:3]=[C:4]([N:12]3[CH2:16][CH2:15][C@H:14]([NH:17][CH3:25])[CH2:13]3)[C:5]3[N:11]=[CH:10][CH:9]=[CH:8][C:6]=3[N:7]=2)[CH:34]=1)[C:30]#[N:31], predict the reactants needed to synthesize it.